Dataset: Full USPTO retrosynthesis dataset with 1.9M reactions from patents (1976-2016). Task: Predict the reactants needed to synthesize the given product. Given the product [CH2:34]([O:33][C:29]1[C:28]2[CH2:27][CH2:26][CH2:25][C:24]=2[N:23]2[C:31](=[N:32][C:21]([CH:20]=[C:15]3[C:14](=[O:40])[N:13]4[CH:16]3[S:17][CH:18]=[C:12]4[C:10]([OH:11])=[O:9])=[CH:22]2)[N:30]=1)[CH3:35], predict the reactants needed to synthesize it. The reactants are: [N+](C1C=CC(C[O:9][C:10]([C:12]2[N:13]3[CH:16]([S:17][CH:18]=2)[C:15]([CH:20](OC(=O)C)[C:21]2[N:32]=[C:31]4[N:23]([C:24]5[CH2:25][CH2:26][CH2:27][C:28]=5[C:29]([O:33][CH2:34][CH3:35])=[N:30]4)[CH:22]=2)(Br)[C:14]3=[O:40])=[O:11])=CC=1)([O-])=O.[H][H].